Dataset: NCI-60 drug combinations with 297,098 pairs across 59 cell lines. Task: Regression. Given two drug SMILES strings and cell line genomic features, predict the synergy score measuring deviation from expected non-interaction effect. (1) Drug 1: C1=CC(=CC=C1CCC2=CNC3=C2C(=O)NC(=N3)N)C(=O)NC(CCC(=O)O)C(=O)O. Drug 2: N.N.Cl[Pt+2]Cl. Cell line: MDA-MB-435. Synergy scores: CSS=7.95, Synergy_ZIP=-1.17, Synergy_Bliss=3.53, Synergy_Loewe=-35.2, Synergy_HSA=-0.637. (2) Drug 1: C1=NC2=C(N=C(N=C2N1C3C(C(C(O3)CO)O)O)F)N. Drug 2: CCCCCOC(=O)NC1=NC(=O)N(C=C1F)C2C(C(C(O2)C)O)O. Cell line: A498. Synergy scores: CSS=4.91, Synergy_ZIP=-2.15, Synergy_Bliss=0.180, Synergy_Loewe=-2.84, Synergy_HSA=-1.71. (3) Drug 1: CN1C2=C(C=C(C=C2)N(CCCl)CCCl)N=C1CCCC(=O)O.Cl. Cell line: MDA-MB-231. Synergy scores: CSS=41.3, Synergy_ZIP=-5.78, Synergy_Bliss=-7.64, Synergy_Loewe=-55.3, Synergy_HSA=-10.3. Drug 2: C1=NC2=C(N1)C(=S)N=CN2. (4) Drug 1: CC1=CC2C(CCC3(C2CCC3(C(=O)C)OC(=O)C)C)C4(C1=CC(=O)CC4)C. Drug 2: C1=C(C(=O)NC(=O)N1)F. Synergy scores: CSS=36.3, Synergy_ZIP=-3.82, Synergy_Bliss=-9.04, Synergy_Loewe=-15.0, Synergy_HSA=-9.14. Cell line: UACC62. (5) Drug 1: C1=CC=C(C=C1)NC(=O)CCCCCCC(=O)NO. Drug 2: C1CCC(C(C1)N)N.C(=O)(C(=O)[O-])[O-].[Pt+4]. Cell line: CAKI-1. Synergy scores: CSS=34.4, Synergy_ZIP=-8.66, Synergy_Bliss=1.72, Synergy_Loewe=-1.26, Synergy_HSA=1.66. (6) Drug 1: COC1=C2C(=CC3=C1OC=C3)C=CC(=O)O2. Drug 2: C1CN(P(=O)(OC1)NCCCl)CCCl. Cell line: OVCAR-4. Synergy scores: CSS=-1.45, Synergy_ZIP=-0.534, Synergy_Bliss=-3.11, Synergy_Loewe=-2.60, Synergy_HSA=-2.71. (7) Drug 1: CC1=C(C=C(C=C1)NC(=O)C2=CC=C(C=C2)CN3CCN(CC3)C)NC4=NC=CC(=N4)C5=CN=CC=C5. Drug 2: C(CN)CNCCSP(=O)(O)O. Cell line: SK-MEL-5. Synergy scores: CSS=14.2, Synergy_ZIP=-6.63, Synergy_Bliss=-2.58, Synergy_Loewe=-10.1, Synergy_HSA=-2.27. (8) Synergy scores: CSS=43.5, Synergy_ZIP=8.03, Synergy_Bliss=6.06, Synergy_Loewe=-30.0, Synergy_HSA=4.89. Cell line: BT-549. Drug 1: C1=CC(=C2C(=C1NCCNCCO)C(=O)C3=C(C=CC(=C3C2=O)O)O)NCCNCCO. Drug 2: CCCCCOC(=O)NC1=NC(=O)N(C=C1F)C2C(C(C(O2)C)O)O. (9) Drug 1: CC1=CC2C(CCC3(C2CCC3(C(=O)C)OC(=O)C)C)C4(C1=CC(=O)CC4)C. Drug 2: C(CC(=O)O)C(=O)CN.Cl. Cell line: A549. Synergy scores: CSS=11.9, Synergy_ZIP=-5.99, Synergy_Bliss=-3.74, Synergy_Loewe=-2.15, Synergy_HSA=-1.79. (10) Drug 1: CN(C)N=NC1=C(NC=N1)C(=O)N. Drug 2: CS(=O)(=O)CCNCC1=CC=C(O1)C2=CC3=C(C=C2)N=CN=C3NC4=CC(=C(C=C4)OCC5=CC(=CC=C5)F)Cl. Cell line: BT-549. Synergy scores: CSS=-3.27, Synergy_ZIP=0.843, Synergy_Bliss=-0.761, Synergy_Loewe=-3.54, Synergy_HSA=-3.32.